Predict which catalyst facilitates the given reaction. From a dataset of Catalyst prediction with 721,799 reactions and 888 catalyst types from USPTO. (1) Reactant: C([O:8][C@@:9]1([C:42]([F:45])([F:44])[F:43])[CH2:33][C@H:13]2[CH2:14][CH2:15][CH2:16][C:17]3[C:18](=[CH:19][C:20]4[CH:21]=[N:22][N:23]([C:26]5[CH:31]=[CH:30][C:29]([F:32])=[CH:28][CH:27]=5)[C:24]=4[CH:25]=3)[C@:12]2([CH2:34][N:35]2[CH2:39][CH2:38][CH2:37][S:36]2(=[O:41])=[O:40])[CH2:11][CH2:10]1)C1C=CC=CC=1.B(Br)(Br)Br. Product: [F:32][C:29]1[CH:28]=[CH:27][C:26]([N:23]2[C:24]3[CH:25]=[C:17]4[CH2:16][CH2:15][CH2:14][C@@H:13]5[CH2:33][C@@:9]([OH:8])([C:42]([F:45])([F:43])[F:44])[CH2:10][CH2:11][C@@:12]5([CH2:34][N:35]5[CH2:39][CH2:38][CH2:37][S:36]5(=[O:40])=[O:41])[C:18]4=[CH:19][C:20]=3[CH:21]=[N:22]2)=[CH:31][CH:30]=1. The catalyst class is: 2. (2) Reactant: [F:1][C:2]1[CH:7]=[CH:6][C:5]([C:8]2[O:22][C:11]3=[N:12][C:13]([NH:17][S:18]([CH3:21])(=[O:20])=[O:19])=[C:14]([I:16])[CH:15]=[C:10]3[C:9]=2[C:23]([NH:25][CH3:26])=[O:24])=[CH:4][CH:3]=1.C([O-])([O-])=O.[Cs+].[Cs+].Br[CH2:34][CH2:35][CH2:36][CH:37]=[CH2:38].CN(C=O)C. Product: [CH3:26][NH:25][C:23]([C:9]1[C:10]2[C:11](=[N:12][C:13]([N:17]([S:18]([CH3:21])(=[O:20])=[O:19])[CH2:38][CH2:37][CH2:36][CH:35]=[CH2:34])=[C:14]([I:16])[CH:15]=2)[O:22][C:8]=1[C:5]1[CH:6]=[CH:7][C:2]([F:1])=[CH:3][CH:4]=1)=[O:24]. The catalyst class is: 6. (3) Reactant: [Cl:1][C:2]1[C:3]2[NH:10][CH:9]=[CH:8][C:4]=2[N:5]=[CH:6][N:7]=1.Br[CH2:12][C:13]([CH3:15])=[O:14].C(=O)([O-])[O-].[K+].[K+]. Product: [Cl:1][C:2]1[C:3]2[N:10]([CH2:12][C:13]([CH3:15])=[O:14])[CH:9]=[CH:8][C:4]=2[N:5]=[CH:6][N:7]=1. The catalyst class is: 391. (4) Product: [CH:27]1[C:28]2[C:2](=[CH:15][C:16]([C:21]3[N:34]=[N:35][NH:36][C:20]=3[CH:2]([CH2:15][C:16]3[CH:17]=[CH:18][CH:19]=[CH:20][CH:21]=3)[CH2:3][NH2:4])=[CH:17][CH:18]=2)[CH:26]=[CH:25][N:24]=1. Reactant: O[CH:2]([CH2:15][C:16]1[CH:21]=[CH:20][CH:19]=[CH:18][CH:17]=1)[CH2:3][N:4]1C(=O)C2C=CC=CC=2C1=O.C([N:24]([CH2:27][CH3:28])[CH2:25][CH3:26])C.CS(Cl)(=O)=O.[N-:34]=[N+:35]=[N-:36].[Na+]. The catalyst class is: 34. (5) Reactant: [CH3:1][O:2][C:3]([C:5]1([NH:14][C:15](=[O:26])[C:16]2[CH:21]=[CH:20][C:19]([O:22][CH3:23])=[C:18]([CH:24]=[O:25])[CH:17]=2)[CH2:13][C:12]2[C:7](=[CH:8][CH:9]=[CH:10][CH:11]=2)[CH2:6]1)=[O:4].[BH4-].[Na+].CO. Product: [CH3:1][O:2][C:3]([C:5]1([NH:14][C:15](=[O:26])[C:16]2[CH:21]=[CH:20][C:19]([O:22][CH3:23])=[C:18]([CH2:24][OH:25])[CH:17]=2)[CH2:6][C:7]2[C:12](=[CH:11][CH:10]=[CH:9][CH:8]=2)[CH2:13]1)=[O:4]. The catalyst class is: 1. (6) Reactant: Cl.[CH:2]([O:5][NH2:6])([CH3:4])[CH3:3].Cl[C:8]1[C:17]2[C:12](=[CH:13][CH:14]=[CH:15][CH:16]=2)[N:11]=[CH:10][C:9]=1[NH:18][C:19](=O)[CH2:20][CH3:21]. Product: [CH2:20]([C:19]1[N:6]([O:5][CH:2]([CH3:4])[CH3:3])[C:8]2[C:17]3[CH:16]=[CH:15][CH:14]=[CH:13][C:12]=3[N:11]=[CH:10][C:9]=2[N:18]=1)[CH3:21]. The catalyst class is: 8.